Task: Predict which catalyst facilitates the given reaction.. Dataset: Catalyst prediction with 721,799 reactions and 888 catalyst types from USPTO The catalyst class is: 21. Product: [CH2:9]([O:8][C:6]([C:5]1[CH:4]=[C:3]([C:11]([O:13][CH2:14][CH3:15])=[O:12])[N:2]([CH2:23][C:24]([O:26][C:27]([CH3:30])([CH3:29])[CH3:28])=[O:25])[N:1]=1)=[O:7])[CH3:10]. Reactant: [NH:1]1[C:5]([C:6]([O:8][CH2:9][CH3:10])=[O:7])=[CH:4][C:3]([C:11]([O:13][CH2:14][CH3:15])=[O:12])=[N:2]1.C(=O)([O-])[O-].[Cs+].[Cs+].Br[CH2:23][C:24]([O:26][C:27]([CH3:30])([CH3:29])[CH3:28])=[O:25].C(OCC)(=O)C.